Dataset: Full USPTO retrosynthesis dataset with 1.9M reactions from patents (1976-2016). Task: Predict the reactants needed to synthesize the given product. (1) Given the product [NH2:46][C:2]1[C:11]2[C:6](=[C:7]([C:12]([NH:14][C:15]3[C:20]([F:21])=[CH:19][CH:18]=[C:17]([N:22]([CH2:29][C:30]4[CH:35]=[CH:34][C:33]([O:36][CH3:37])=[CH:32][CH:31]=4)[S:23]([CH2:26][CH2:27][CH3:28])(=[O:25])=[O:24])[C:16]=3[O:38][CH3:39])=[O:13])[CH:8]=[CH:9][CH:10]=2)[N:5]=[CH:4][N:3]=1, predict the reactants needed to synthesize it. The reactants are: Cl[C:2]1[C:11]2[C:6](=[C:7]([C:12]([NH:14][C:15]3[C:20]([F:21])=[CH:19][CH:18]=[C:17]([N:22]([CH2:29][C:30]4[CH:35]=[CH:34][C:33]([O:36][CH3:37])=[CH:32][CH:31]=4)[S:23]([CH2:26][CH2:27][CH3:28])(=[O:25])=[O:24])[C:16]=3[O:38][CH3:39])=[O:13])[CH:8]=[CH:9][CH:10]=2)[N:5]=[CH:4][N:3]=1.O1CCOCC1.[NH3:46]. (2) Given the product [Br:9][C:10]1[CH:11]=[C:12]([C:17]2[N:5]=[N:6][N:7]([CH:1]([CH3:3])[CH3:2])[CH:18]=2)[C:13]([NH2:16])=[N:14][CH:15]=1, predict the reactants needed to synthesize it. The reactants are: [CH:1](Br)([CH3:3])[CH3:2].[N-:5]=[N+:6]=[N-:7].[Na+].[Br:9][C:10]1[CH:11]=[C:12]([C:17]#[CH:18])[C:13]([NH2:16])=[N:14][CH:15]=1.